Dataset: Full USPTO retrosynthesis dataset with 1.9M reactions from patents (1976-2016). Task: Predict the reactants needed to synthesize the given product. (1) Given the product [F:1][C:2]1[CH:3]=[CH:4][C:5]([C:8]2[O:9][C:10]([CH3:13])=[N:11][N:12]=2)=[CH:6][C:7]=1[N+:14]([O-:16])=[O:15], predict the reactants needed to synthesize it. The reactants are: [F:1][C:2]1[CH:7]=[CH:6][C:5]([C:8]2[O:9][C:10]([CH3:13])=[N:11][N:12]=2)=[CH:4][CH:3]=1.[N+:14]([O-])([OH:16])=[O:15]. (2) Given the product [NH2:1][C:2]1[CH:7]=[C:6]([O:8][C:9]2[CH:14]=[CH:13][C:12]([NH2:15])=[CH:11][CH:10]=2)[CH:5]=[CH:4][N:3]=1, predict the reactants needed to synthesize it. The reactants are: [NH2:1][C:2]1[CH:7]=[C:6]([O:8][C:9]2[CH:14]=[CH:13][C:12]([N+:15]([O-])=O)=[CH:11][CH:10]=2)[CH:5]=[CH:4][N:3]=1.[Cl-].[NH4+].C(O)C.CN(C)C=O. (3) Given the product [F:23][C:24]1[C:29]([CH3:30])=[CH:28][CH:27]=[CH:26][C:25]=1[CH2:31][C:32]([N:3]1[C:11]2[C:6](=[CH:7][C:8]([C:12]3[C:20]4[C:15](=[N:16][CH:17]=[N:18][C:19]=4[NH2:21])[N:14]([CH3:22])[N:13]=3)=[CH:9][CH:10]=2)[CH2:5][CH2:4]1)=[O:33], predict the reactants needed to synthesize it. The reactants are: Cl.Cl.[NH:3]1[C:11]2[C:6](=[CH:7][C:8]([C:12]3[C:20]4[C:15](=[N:16][CH:17]=[N:18][C:19]=4[NH2:21])[N:14]([CH3:22])[N:13]=3)=[CH:9][CH:10]=2)[CH2:5][CH2:4]1.[F:23][C:24]1[C:29]([CH3:30])=[CH:28][CH:27]=[CH:26][C:25]=1[CH2:31][C:32](O)=[O:33].CN(C(ON1N=NC2C=CC=NC1=2)=[N+](C)C)C.F[P-](F)(F)(F)(F)F.CCN(C(C)C)C(C)C. (4) The reactants are: [Cl:1][C:2]1[CH:7]=[CH:6][CH:5]=[C:4]([CH2:8][CH3:9])[C:3]=1[CH:10]([C:12]1[N:13]=[CH:14][N:15](C(C2C=CC=CC=2)(C2C=CC=CC=2)C2C=CC=CC=2)[CH:16]=1)O.C([SiH](CC)CC)C.FC(F)(F)C(O)=O. Given the product [Cl:1][C:2]1[CH:7]=[CH:6][CH:5]=[C:4]([CH2:8][CH3:9])[C:3]=1[CH2:10][C:12]1[N:13]=[CH:14][NH:15][CH:16]=1, predict the reactants needed to synthesize it.